From a dataset of Catalyst prediction with 721,799 reactions and 888 catalyst types from USPTO. Predict which catalyst facilitates the given reaction. (1) Reactant: [CH2:1]([O:3][C:4](=[O:15])[CH:5]([NH:7][CH2:8][C:9]1[CH:14]=[CH:13][CH:12]=[CH:11][CH:10]=1)[CH3:6])[CH3:2].[O-]S([O-])(=O)=O.[Mg+2].[Cl:22][CH2:23][CH:24]=O.C(O)(=O)C.C(O[BH-](OC(=O)C)OC(=O)C)(=O)C.[Na+]. Product: [CH2:1]([O:3][C:4](=[O:15])[CH:5]([N:7]([CH2:8][C:9]1[CH:14]=[CH:13][CH:12]=[CH:11][CH:10]=1)[CH2:24][CH2:23][Cl:22])[CH3:6])[CH3:2]. The catalyst class is: 2. (2) Reactant: [Cl:1][C:2]1[CH:7]=[CH:6][C:5]([N:8]2[C@@H:12]([C:13]3[CH:18]=[C:17]([C:19]([F:22])([F:21])[F:20])[CH:16]=[C:15]([F:23])[CH:14]=3)[C@H:11]([CH2:24][N:25]3[CH:29]=[C:28]([C:30]([OH:32])=O)[N:27]=[N:26]3)[O:10][C:9]2=[O:33])=[CH:4][CH:3]=1.CCN(C(C)C)C(C)C.CN(C(ON1N=NC2C=CC=NC1=2)=[N+](C)C)C.F[P-](F)(F)(F)(F)F.[NH2:67][N:68]1[CH2:73][CH2:72][CH2:71][CH2:70][CH2:69]1. Product: [Cl:1][C:2]1[CH:7]=[CH:6][C:5]([N:8]2[C@@H:12]([C:13]3[CH:18]=[C:17]([C:19]([F:21])([F:22])[F:20])[CH:16]=[C:15]([F:23])[CH:14]=3)[C@H:11]([CH2:24][N:25]3[CH:29]=[C:28]([C:30]([NH:67][N:68]4[CH2:73][CH2:72][CH2:71][CH2:70][CH2:69]4)=[O:32])[N:27]=[N:26]3)[O:10][C:9]2=[O:33])=[CH:4][CH:3]=1. The catalyst class is: 23. (3) The catalyst class is: 3. Product: [Br:1][C:2]1[CH:18]=[CH:17][C:5]2[C:6]3[N:7]([CH:11]=[C:12]([C:14]([N:26]=[C:24]([NH:23][NH:22][CH:19]([CH3:21])[CH3:20])[CH3:25])=[O:16])[N:13]=3)[CH2:8][CH2:9][O:10][C:4]=2[CH:3]=1. Reactant: [Br:1][C:2]1[CH:18]=[CH:17][C:5]2[C:6]3[N:7]([CH:11]=[C:12]([C:14]([OH:16])=O)[N:13]=3)[CH2:8][CH2:9][O:10][C:4]=2[CH:3]=1.[CH:19]([NH:22][N:23]=[C:24]([NH2:26])[CH3:25])([CH3:21])[CH3:20].CN(C(ON1N=NC2C=CC=CC1=2)=[N+](C)C)C.F[P-](F)(F)(F)(F)F. (4) Reactant: [CH2:1]([N:8]([CH2:31][C:32]1[CH:37]=[CH:36][CH:35]=[CH:34][CH:33]=1)[CH:9]1[CH2:15][O:14][C:13]2[N:16]=[CH:17][C:18]([NH2:20])=[CH:19][C:12]=2[N:11]([S:21]([C:24]2[CH:25]=[C:26]([CH3:30])[CH:27]=[CH:28][CH:29]=2)(=[O:23])=[O:22])[CH2:10]1)[C:2]1[CH:7]=[CH:6][CH:5]=[CH:4][CH:3]=1.[F:38][C:39]([F:50])([F:49])[C:40](O[C:40](=[O:41])[C:39]([F:50])([F:49])[F:38])=[O:41].O. Product: [CH2:31]([N:8]([CH2:1][C:2]1[CH:3]=[CH:4][CH:5]=[CH:6][CH:7]=1)[CH:9]1[CH2:15][O:14][C:13]2[N:16]=[CH:17][C:18]([NH:20][C:40](=[O:41])[C:39]([F:50])([F:49])[F:38])=[CH:19][C:12]=2[N:11]([S:21]([C:24]2[CH:25]=[C:26]([CH3:30])[CH:27]=[CH:28][CH:29]=2)(=[O:23])=[O:22])[CH2:10]1)[C:32]1[CH:37]=[CH:36][CH:35]=[CH:34][CH:33]=1. The catalyst class is: 96. (5) Reactant: [Cl:1][C:2]1[CH:11]=[CH:10][CH:9]=[C:8]([N:12]([CH3:27])[C:13](=[O:26])[CH2:14][C:15]([N:17]([CH2:24][CH3:25])[C:18]2[CH:23]=[CH:22][CH:21]=[CH:20][CH:19]=2)=[O:16])[C:3]=1[C:4]([O:6]C)=O.[O-]CC.[Na+].O.Cl. Product: [CH3:25][CH2:24][N:17]([C:15]([C:14]1[C:13](=[O:26])[N:12]([CH3:27])[C:8]2[CH:9]=[CH:10][CH:11]=[C:2]([Cl:1])[C:3]=2[C:4]=1[OH:6])=[O:16])[C:18]1[CH:23]=[CH:22][CH:21]=[CH:20][CH:19]=1. The catalyst class is: 8. (6) Reactant: Br[CH2:2][C:3]1[C:8]([CH3:9])=[CH:7][CH:6]=[CH:5][C:4]=1[N:10]1[C:14](=[O:15])[N:13]([CH3:16])[N:12]=[N:11]1.[CH3:17][O:18][C:19]1[CH:20]=[C:21]([N:25]2[CH:29]=[CH:28][C:27]([OH:30])=[N:26]2)[CH:22]=[CH:23][CH:24]=1.C(=O)([O-])[O-].[K+].[K+].C(#N)C. Product: [CH3:17][O:18][C:19]1[CH:20]=[C:21]([N:25]2[CH:29]=[CH:28][C:27]([O:30][CH2:2][C:3]3[C:8]([CH3:9])=[CH:7][CH:6]=[CH:5][C:4]=3[N:10]3[C:14](=[O:15])[N:13]([CH3:16])[N:12]=[N:11]3)=[N:26]2)[CH:22]=[CH:23][CH:24]=1. The catalyst class is: 6. (7) Reactant: [F:1][C:2]1[C:7]([F:8])=[CH:6][CH:5]=[CH:4][C:3]=1[CH:9]1[CH2:19][CH2:18][C@@H:17]([O:20][Si](C(C)C)(C(C)C)C(C)C)[C:12]2=[N:13][CH:14]=[CH:15][CH:16]=[C:11]2[C:10]1=[O:31].CCCC[N+](CCCC)(CCCC)CCCC.[F-].C(OCC)(=O)C.CCCCCC. Product: [F:1][C:2]1[C:7]([F:8])=[CH:6][CH:5]=[CH:4][C:3]=1[C@@H:9]1[CH2:19][CH2:18][C@@H:17]([OH:20])[C:12]2=[N:13][CH:14]=[CH:15][CH:16]=[C:11]2[C:10]1=[O:31]. The catalyst class is: 7.